Dataset: Reaction yield outcomes from USPTO patents with 853,638 reactions. Task: Predict the reaction yield, written as a fraction of the theoretical maximum amount of product (1.0 means a 100% yield; for example, 0.34 means a 34% yield). (1) The catalyst is C(OCC)(=O)C.CN(C=O)C. The reactants are [H-].[Na+].[NH:3]1[CH:7]=[CH:6][CH:5]=[N:4]1.[Br:8][C:9]1[C:10]([CH3:23])=[C:11]([CH3:22])[C:12]2[O:16][C:15]([CH2:18]I)([CH3:17])[CH2:14][C:13]=2[C:20]=1[CH3:21].[Cl-].[NH4+]. The product is [Br:8][C:9]1[C:10]([CH3:23])=[C:11]([CH3:22])[C:12]2[O:16][C:15]([CH2:17][N:3]3[CH:7]=[CH:6][CH:5]=[N:4]3)([CH3:18])[CH2:14][C:13]=2[C:20]=1[CH3:21]. The yield is 0.710. (2) The reactants are [CH3:1][O:2][CH2:3][CH2:4][NH2:5].C(=O)([O-])[O-].[K+].[K+].[Br:12][C:13]1[CH:33]=[CH:32][C:16]2[C:17]([CH2:30]Br)=[C:18]([C:20]([C:22]3[CH:27]=[CH:26][C:25]([Cl:28])=[CH:24][C:23]=3[Cl:29])=[O:21])[O:19][C:15]=2[CH:14]=1. The catalyst is C1COCC1. The product is [Br:12][C:13]1[CH:33]=[CH:32][C:16]2[C:17]([CH2:30][NH:5][CH2:4][CH2:3][O:2][CH3:1])=[C:18]([C:20]([C:22]3[CH:27]=[CH:26][C:25]([Cl:28])=[CH:24][C:23]=3[Cl:29])=[O:21])[O:19][C:15]=2[CH:14]=1. The yield is 0.440.